From a dataset of Reaction yield outcomes from USPTO patents with 853,638 reactions. Predict the reaction yield, written as a fraction of the theoretical maximum amount of product (1.0 means a 100% yield; for example, 0.34 means a 34% yield). (1) The reactants are [Cl:1][C:2]1[C:3]([OH:13])=[CH:4][C:5]([OH:12])=[C:6]([CH:11]=1)[C:7]([O:9][CH3:10])=[O:8].Cl[CH2:15][C:16]1[CH:21]=[CH:20][C:19]([O:22][CH3:23])=[CH:18][CH:17]=1.C([O-])([O-])=O.[K+].[K+]. The catalyst is CC(C)=O. The product is [Cl:1][C:2]1[C:3]([O:13][CH2:15][C:16]2[CH:21]=[CH:20][C:19]([O:22][CH3:23])=[CH:18][CH:17]=2)=[CH:4][C:5]([OH:12])=[C:6]([CH:11]=1)[C:7]([O:9][CH3:10])=[O:8]. The yield is 0.600. (2) The reactants are [CH:1]1([C:5]([OH:7])=O)[CH2:4]C[CH2:2]1.C(Cl)(=O)C(Cl)=[O:10].[F:14][C:15]([F:32])([F:31])[C@@H:16]1[NH:22][CH2:21][C:20]2[CH:23]=[CH:24][C:25]([C:27]([O:29][CH3:30])=[O:28])=[CH:26][C:19]=2[O:18][CH2:17]1.CCN(CC)CC. The catalyst is C(Cl)Cl. The product is [O:7]1[CH2:4][CH:1]([C:2]([N:22]2[CH2:21][C:20]3[CH:23]=[CH:24][C:25]([C:27]([O:29][CH3:30])=[O:28])=[CH:26][C:19]=3[O:18][CH2:17][C@@H:16]2[C:15]([F:14])([F:31])[F:32])=[O:10])[CH2:5]1. The yield is 0.280. (3) The reactants are Cl[C:2]1[C:7]2[CH:8]=[C:9]([I:11])[S:10][C:6]=2[C:5]([C:12]#[N:13])=[CH:4][N:3]=1.[NH2:14][C@H:15]1[CH2:20][CH2:19][CH2:18][N:17]([C:21]([O:23][C:24]([CH3:27])([CH3:26])[CH3:25])=[O:22])[CH2:16]1.C(=O)([O-])[O-].[K+].[K+].O. The catalyst is CN1C(=O)CCC1. The product is [C:12]([C:5]1[C:6]2[S:10][C:9]([I:11])=[CH:8][C:7]=2[C:2]([NH:14][C@H:15]2[CH2:20][CH2:19][CH2:18][N:17]([C:21]([O:23][C:24]([CH3:27])([CH3:26])[CH3:25])=[O:22])[CH2:16]2)=[N:3][CH:4]=1)#[N:13]. The yield is 1.00.